Dataset: Forward reaction prediction with 1.9M reactions from USPTO patents (1976-2016). Task: Predict the product of the given reaction. (1) Given the reactants [CH3:1][O:2][C:3]([C:5]1[C:6]2[CH:7]=[CH:8][N:9]([C:14]3[CH:19]=[CH:18][C:17]([F:20])=[C:16]([F:21])[CH:15]=3)[C:10]=2[CH:11]=[CH:12][CH:13]=1)=[O:4].C([SiH](CC)CC)C, predict the reaction product. The product is: [CH3:1][O:2][C:3]([C:5]1[C:6]2[CH2:7][CH2:8][N:9]([C:14]3[CH:19]=[CH:18][C:17]([F:20])=[C:16]([F:21])[CH:15]=3)[C:10]=2[CH:11]=[CH:12][CH:13]=1)=[O:4]. (2) Given the reactants [NH:1]1[CH:5]=[CH:4][N:3]=[C:2]1[CH2:6][NH:7][CH2:8][C:9]1[CH:28]=[CH:27][CH:26]=[CH:25][C:10]=1C(NCCCCN(CCC)CCC)=O.C([O:34][CH3:35])(OC)OC.C([N:43]1[CH2:49][CH2:48][CH2:47][C@H:44]1[CH:45]=O)(OC(C)(C)C)=O.[C:50]([BH3-])#[N:51].[Na+].[C:54](O)(=O)[CH3:55], predict the reaction product. The product is: [CH2:26]([N:51]([CH2:50][CH2:54][CH3:55])[CH2:25][CH2:10][CH2:9][CH2:8][NH:7][C:35](=[O:34])[C:26]1[CH:25]=[CH:10][C:9]([CH2:8][N:7]([CH2:6][C:2]2[NH:1][CH:5]=[CH:4][N:3]=2)[CH2:45][C@@H:44]2[CH2:47][CH2:48][CH2:49][NH:43]2)=[CH:28][CH:27]=1)[CH2:27][CH3:28].